Dataset: Reaction yield outcomes from USPTO patents with 853,638 reactions. Task: Predict the reaction yield, written as a fraction of the theoretical maximum amount of product (1.0 means a 100% yield; for example, 0.34 means a 34% yield). (1) The reactants are [C:12]([O:11][C:9](O[C:9]([O:11][C:12]([CH3:15])([CH3:14])[CH3:13])=[O:10])=[O:10])([CH3:15])([CH3:14])[CH3:13].[NH:16]1[CH2:21][CH2:20][NH:19][CH2:18][CH:17]1[C:22]([O:24][CH2:25][CH3:26])=[O:23].C(N(CC)CC)C. The catalyst is C(Cl)Cl. The product is [CH2:25]([O:24][C:22]([CH:17]1[NH:16][CH2:21][CH2:20][N:19]([C:9]([O:11][C:12]([CH3:13])([CH3:14])[CH3:15])=[O:10])[CH2:18]1)=[O:23])[CH3:26]. The yield is 0.940. (2) The reactants are [CH3:1][C:2]1([CH3:20])[C:7]2[CH:8]=[C:9]([C:12]3[NH:16][C:15]([C:17]#[N:18])=[CH:14][CH:13]=3)[CH:10]=[CH:11][C:6]=2[NH:5][C:4](=[O:19])[O:3]1.[C:21](=O)([O-])[O-].[K+].[K+].IC.O. The catalyst is CN(C)C=O. The product is [CH3:1][C:2]1([CH3:20])[C:7]2[CH:8]=[C:9]([C:12]3[N:16]([CH3:21])[C:15]([C:17]#[N:18])=[CH:14][CH:13]=3)[CH:10]=[CH:11][C:6]=2[NH:5][C:4](=[O:19])[O:3]1. The yield is 0.410. (3) The reactants are [C:1]([O:6][CH3:7])(=[O:5])[C@@H:2]([CH3:4])[OH:3].[C:8]([Si:12](Cl)([CH3:14])[CH3:13])([CH3:11])([CH3:10])[CH3:9].N1C=CN=C1. The catalyst is CN(C=O)C.[Na+].[Cl-]. The product is [Si:12]([O:3][C@H:2]([CH3:4])[C:1]([O:6][CH3:7])=[O:5])([C:8]([CH3:11])([CH3:10])[CH3:9])([CH3:14])[CH3:13]. The yield is 0.850. (4) The reactants are Cl[C:2](=[O:8])[C:3]([O:5][CH2:6][CH3:7])=[O:4].[CH:9]([O:11][CH2:12][CH3:13])=[CH2:10].C(N(CC)CC)C. The catalyst is C([O-])(=O)C.[Pd+2].C([O-])(=O)C. The product is [CH2:6]([O:5][C:3](=[O:4])[C:2](=[O:8])/[CH:10]=[CH:9]/[O:11][CH2:12][CH3:13])[CH3:7]. The yield is 0.700. (5) The reactants are [F:1][C:2]1[CH:7]=[CH:6][C:5]([C:8]2[CH:9]=[N:10][C:11]([N:14]3[CH2:19][CH2:18][N:17]([S:20]([CH2:23][C@H:24]([CH:28]([CH3:30])[CH3:29])[C:25]([OH:27])=[O:26])(=[O:22])=[O:21])[CH2:16][CH2:15]3)=N[CH:13]=2)=[CH:4][CH:3]=1.[CH2:31]([C@@H]1COC(=O)N1C(=O)[C@H](CS(N1CCN(C2C=CC(C3C=CC(F)=CC=3)=CN=2)CC1)(=O)=O)C(C)C)C1C=CC=CC=1. No catalyst specified. The product is [F:1][C:2]1[CH:3]=[CH:4][C:5]([C:8]2[CH:13]=[CH:31][C:11]([N:14]3[CH2:19][CH2:18][N:17]([S:20]([CH2:23][C@H:24]([CH:28]([CH3:30])[CH3:29])[C:25]([OH:27])=[O:26])(=[O:21])=[O:22])[CH2:16][CH2:15]3)=[N:10][CH:9]=2)=[CH:6][CH:7]=1. The yield is 0.590. (6) The product is [CH3:1][O:2][C:3]1[CH:4]=[CH:5][C:6]2[CH:10]=[C:9]([B:17]([OH:22])[OH:18])[S:8][C:7]=2[CH:11]=1. The yield is 0.710. The catalyst is O1CCCC1.C(OCC)(=O)C. The reactants are [CH3:1][O:2][C:3]1[CH:4]=[CH:5][C:6]2[CH:10]=[CH:9][S:8][C:7]=2[CH:11]=1.C([Li])CCC.[B:17](OC(C)C)([O:22]C(C)C)[O:18]C(C)C.Cl. (7) The reactants are [NH2:1][CH2:2][C:3]([CH3:7])([CH3:6])[CH2:4][OH:5].[N+:8]([C:11]1[CH:16]=[CH:15][C:14]([CH2:17][S:18](Cl)(=[O:20])=[O:19])=[CH:13][CH:12]=1)([O-:10])=[O:9]. The catalyst is C(Cl)Cl. The product is [OH:5][CH2:4][C:3]([CH3:7])([CH3:6])[CH2:2][NH:1][S:18]([CH2:17][C:14]1[CH:13]=[CH:12][C:11]([N+:8]([O-:10])=[O:9])=[CH:16][CH:15]=1)(=[O:19])=[O:20]. The yield is 0.270. (8) The reactants are [CH3:1][O:2][C:3]1[C:8]([F:9])=[C:7]([O:10][CH3:11])[CH:6]=[CH:5][C:4]=1I.[C:13]([C:15]1[CH:16]=[N:17][N:18]([CH3:20])[CH:19]=1)#[CH:14].C(#N)C. The catalyst is Cl[Pd](Cl)([P](C1C=CC=CC=1)(C1C=CC=CC=1)C1C=CC=CC=1)[P](C1C=CC=CC=1)(C1C=CC=CC=1)C1C=CC=CC=1.[Cu]I.C(N(CC)CC)C. The product is [CH3:1][O:2][C:3]1[C:8]([F:9])=[C:7]([O:10][CH3:11])[CH:6]=[CH:5][C:4]=1[C:14]#[C:13][C:15]1[CH:16]=[N:17][N:18]([CH3:20])[CH:19]=1. The yield is 0.860. (9) The reactants are Br[C:2]1[N:7]=[C:6]2[CH2:8][N:9]([C@@H:12]([CH2:15][C:16]3[CH:21]=[CH:20][CH:19]=[C:18]([F:22])[CH:17]=3)[CH2:13][OH:14])[C:10](=[O:11])[C:5]2=[CH:4][CH:3]=1.[Cl:23][C:24]1[CH:25]=[N:26][N:27]([CH3:38])[C:28]=1B1OC(C)(C)C(C)(C)O1.C(N(CC)C(C)C)(C)C. The catalyst is O1CCOCC1.CC(C)([P](C(C)(C)C)([Pd][P](C(C)(C)C)(C(C)(C)C)C(C)(C)C)C(C)(C)C)C. The product is [Cl:23][C:24]1[CH:25]=[N:26][N:27]([CH3:38])[C:28]=1[C:2]1[N:7]=[C:6]2[CH2:8][N:9]([C@@H:12]([CH2:15][C:16]3[CH:21]=[CH:20][CH:19]=[C:18]([F:22])[CH:17]=3)[CH2:13][OH:14])[C:10](=[O:11])[C:5]2=[CH:4][CH:3]=1. The yield is 0.680.